Task: Predict the reactants needed to synthesize the given product.. Dataset: Full USPTO retrosynthesis dataset with 1.9M reactions from patents (1976-2016) (1) Given the product [C:22]([O:21][C:19](=[O:20])[NH:18][C:4]1([CH2:1][CH:2]=[CH2:3])[CH2:5][CH2:6][CH:7]([O:10][Si:11]([C:14]([CH3:17])([CH3:16])[CH3:15])([CH3:12])[CH3:13])[CH2:8][CH2:9]1)([CH3:25])([CH3:24])[CH3:23], predict the reactants needed to synthesize it. The reactants are: [CH2:1]([C:4]1([NH2:18])[CH2:9][CH2:8][CH:7]([O:10][Si:11]([C:14]([CH3:17])([CH3:16])[CH3:15])([CH3:13])[CH3:12])[CH2:6][CH2:5]1)[CH:2]=[CH2:3].[C:19](O[C:19]([O:21][C:22]([CH3:25])([CH3:24])[CH3:23])=[O:20])([O:21][C:22]([CH3:25])([CH3:24])[CH3:23])=[O:20].C(N(CC)CC)C. (2) Given the product [NH3:5].[O:16]1[CH:17]=[CH:18][CH:19]=[C:15]1[C:6]1[N:5]=[C:4]2[NH:20][CH:2]=[CH:1][C:3]2=[CH:8][C:7]=1[C:9]1[CH:14]=[CH:13][N:12]=[CH:11][N:10]=1, predict the reactants needed to synthesize it. The reactants are: [C:1]([C:3]1[C:4]([NH2:20])=[N:5][C:6]([C:15]2[O:16][CH:17]=[CH:18][CH:19]=2)=[C:7]([C:9]2[CH:14]=[CH:13][N:12]=[CH:11][N:10]=2)[CH:8]=1)#[CH:2].CC(C)([O-])C.[K+].